From a dataset of Peptide-MHC class II binding affinity with 134,281 pairs from IEDB. Regression. Given a peptide amino acid sequence and an MHC pseudo amino acid sequence, predict their binding affinity value. This is MHC class II binding data. The peptide sequence is DIFYFKCDRGSIS. The MHC is HLA-DQA10101-DQB10501 with pseudo-sequence HLA-DQA10101-DQB10501. The binding affinity (normalized) is 0.238.